This data is from Reaction yield outcomes from USPTO patents with 853,638 reactions. The task is: Predict the reaction yield, written as a fraction of the theoretical maximum amount of product (1.0 means a 100% yield; for example, 0.34 means a 34% yield). (1) The yield is 0.810. The reactants are [CH3:1][O:2][CH2:3][C@H:4]([CH3:31])[O:5][C:6]1[CH:7]=[C:8]([C:23]2[NH:27][C:26]([C:28]([OH:30])=O)=[CH:25][CH:24]=2)[CH:9]=[C:10]([O:12][C:13]2[CH:14]=[N:15][C:16]([S:19]([CH3:22])(=[O:21])=[O:20])=[CH:17][CH:18]=2)[CH:11]=1.[NH2:32][C@@H:33]([CH2:37][OH:38])[C@@H:34]([CH3:36])[OH:35].C1C=CC2N(O)N=NC=2C=1.O.CN1CCOCC1.CCN=C=NCCCN(C)C.Cl. The product is [OH:35][C@H:34]([CH3:36])[C@@H:33]([NH:32][C:28]([C:26]1[NH:27][C:23]([C:8]2[CH:9]=[C:10]([O:12][C:13]3[CH:14]=[N:15][C:16]([S:19]([CH3:22])(=[O:20])=[O:21])=[CH:17][CH:18]=3)[CH:11]=[C:6]([O:5][C@@H:4]([CH3:31])[CH2:3][O:2][CH3:1])[CH:7]=2)=[CH:24][CH:25]=1)=[O:30])[CH2:37][OH:38]. The catalyst is CN(C)C=O.[Cl-].[Na+].O. (2) The reactants are [NH2:1][C:2]1[N:3]=[CH:4][C:5]2[S:10][C:9](=[O:11])[NH:8][C:6]=2[N:7]=1.C(O)(=O)C.C(O)(=O)C.C(O)(=O)C.C(O)(=O)C.C(O[C@@H:32]1[O:44][C@H:43]([CH2:45][O:46][C:47](=[O:49])[CH3:48])[C@@H:38]([O:39][C:40](=[O:42])[CH3:41])[C@H:33]1[O:34][C:35](=[O:37])[CH3:36])(=O)C. No catalyst specified. The product is [NH2:1][C:2]1[N:3]=[CH:4][C:5]2[S:10][C:9](=[O:11])[N:8]([C@@H:32]3[O:44][C@H:43]([CH2:45][O:46][C:47](=[O:49])[CH3:48])[C@@H:38]([O:39][C:40](=[O:42])[CH3:41])[C@H:33]3[O:34][C:35](=[O:37])[CH3:36])[C:6]=2[N:7]=1. The yield is 0.400.